From a dataset of Forward reaction prediction with 1.9M reactions from USPTO patents (1976-2016). Predict the product of the given reaction. (1) Given the reactants Br[C:2]1[CH:9]=[CH:8][C:5]([C:6]#[N:7])=[CH:4][CH:3]=1.C([O-])(=O)C.[K+].[CH3:15][O:16][C:17]1[CH:22]=[CH:21][N:20]=[C:19]([CH2:23][CH2:24][C:25]2[NH:34][C:28]3=[N:29][CH:30]=[C:31](I)[CH:32]=[C:27]3[N:26]=2)[CH:18]=1.C(=O)([O-])[O-].[K+].[K+].[Cl-].[Li+], predict the reaction product. The product is: [CH3:15][O:16][C:17]1[CH:22]=[CH:21][N:20]=[C:19]([CH2:23][CH2:24][C:25]2[NH:34][C:28]3=[N:29][CH:30]=[C:31]([C:2]4[CH:9]=[CH:8][C:5]([C:6]#[N:7])=[CH:4][CH:3]=4)[CH:32]=[C:27]3[N:26]=2)[CH:18]=1. (2) Given the reactants [F:1][C:2]([F:30])([F:29])[C:3]1[CH:4]=[C:5]([C:13]2(C)[CH:22]([C:23](O)=[O:24])[C:21]3[C:16](=[CH:17][CH:18]=[CH:19][CH:20]=3)[C:15](=[O:26])[N:14]2[CH3:27])[CH:6]=[C:7]([C:9]([F:12])([F:11])[F:10])[CH:8]=1.C1CN([P+](ON2N=NC3C=CC=CC2=3)(N2CCCC2)N2CCCC2)CC1.F[P-](F)(F)(F)(F)F.[CH2:64]([CH2:67][OH:68])[CH2:65][NH2:66].C(N(CC)C(C)C)(C)C, predict the reaction product. The product is: [F:10][C:9]([F:11])([F:12])[C:7]1[CH:6]=[C:5]([C@H:13]2[C@H:22]([C:23]([NH:66][CH2:65][CH2:64][CH2:67][OH:68])=[O:24])[C:21]3[C:16](=[CH:17][CH:18]=[CH:19][CH:20]=3)[C:15](=[O:26])[N:14]2[CH3:27])[CH:4]=[C:3]([C:2]([F:29])([F:30])[F:1])[CH:8]=1. (3) Given the reactants CI.[C:3]([C:8]1[CH:9]=[C:10]([Cl:42])[C:11]([N:21]2[CH2:26][CH2:25][CH:24]([C:27]([NH:29][S:30]([N:33]([C:35]3[CH:40]=[CH:39][C:38]([F:41])=[CH:37][CH:36]=3)[CH3:34])(=[O:32])=[O:31])=[O:28])[CH2:23][CH2:22]2)=[N:12][C:13]=1[CH2:14][N:15]1[CH2:19][CH2:18][CH2:17][C:16]1=[O:20])(=[O:7])[CH2:4][CH2:5][CH3:6].[CH3:43]CN(C(C)C)C(C)C, predict the reaction product. The product is: [C:3]([C:8]1[CH:9]=[C:10]([Cl:42])[C:11]([N:21]2[CH2:26][CH2:25][CH:24]([C:27]([N:29]([S:30]([N:33]([C:35]3[CH:36]=[CH:37][C:38]([F:41])=[CH:39][CH:40]=3)[CH3:34])(=[O:31])=[O:32])[CH3:43])=[O:28])[CH2:23][CH2:22]2)=[N:12][C:13]=1[CH2:14][N:15]1[CH2:19][CH2:18][CH2:17][C:16]1=[O:20])(=[O:7])[CH2:4][CH2:5][CH3:6]. (4) Given the reactants [NH2:1][C:2]1[N:11]=[C:10]([OH:12])[C:9]2[C:4](=[CH:5][CH:6]=[CH:7][C:8]=2Br)[N:3]=1.[C:14]([O-:17])(=[O:16])C.[K+].[CH3:19]O, predict the reaction product. The product is: [NH2:1][C:2]1[N:11]=[C:10]([OH:12])[C:9]2[C:8]([C:14]([O:17][CH3:19])=[O:16])=[CH:7][CH:6]=[CH:5][C:4]=2[N:3]=1. (5) The product is: [CH3:1][O:2][C:3]1[N:8]=[C:7]([N:9]2[CH2:10][CH2:11][O:12][CH2:13][CH2:14]2)[C:6]([NH2:15])=[CH:5][CH:4]=1. Given the reactants [CH3:1][O:2][C:3]1[N:8]=[C:7]([N:9]2[CH2:14][CH2:13][O:12][CH2:11][CH2:10]2)[C:6]([N+:15]([O-])=O)=[CH:5][CH:4]=1.C1CCCCC=1, predict the reaction product. (6) Given the reactants Cl[C:2]1[N:3]=[N+:4]([O-:12])[C:5]2[CH:11]=[CH:10][CH:9]=[CH:8][C:6]=2[N:7]=1.Cl.[CH2:14]([O:16][C:17](=[O:20])[CH2:18][NH2:19])[CH3:15].CCN(CC)CC, predict the reaction product. The product is: [O-:12][N+:4]1[C:5]2[CH:11]=[CH:10][CH:9]=[CH:8][C:6]=2[N:7]=[C:2]([NH:19][CH2:18][C:17]([O:16][CH2:14][CH3:15])=[O:20])[N:3]=1. (7) Given the reactants [C:1]([O:5][C:6]([N:8]1[CH2:13][CH2:12][N:11]([C:14]2[O:15][C:16]3[C:22]([C:23](=[O:25])[CH3:24])=[CH:21][C:20]([Cl:26])=[CH:19][C:17]=3[N:18]=2)[C@@H:10]([CH3:27])[CH2:9]1)=[O:7])([CH3:4])([CH3:3])[CH3:2].CC(O[CH:33](N(C)C)[N:34]([CH3:36])[CH3:35])(C)C, predict the reaction product. The product is: [C:1]([O:5][C:6]([N:8]1[CH2:13][CH2:12][N:11]([C:14]2[O:15][C:16]3[C:22]([C:23](=[O:25])[CH:24]=[CH:33][N:34]([CH3:36])[CH3:35])=[CH:21][C:20]([Cl:26])=[CH:19][C:17]=3[N:18]=2)[C@@H:10]([CH3:27])[CH2:9]1)=[O:7])([CH3:4])([CH3:2])[CH3:3].